From a dataset of Catalyst prediction with 721,799 reactions and 888 catalyst types from USPTO. Predict which catalyst facilitates the given reaction. (1) Reactant: [F:1][C:2]1[CH:38]=[CH:37][C:5]([CH2:6][N:7]2[C:11](=[O:12])[N:10]([C:13]3[CH:17]=[C:16]([C:18]([NH:20][CH2:21][C:22]4[CH:23]=[N:24][CH:25]=[CH:26][CH:27]=4)=[O:19])[N:15](CC4C=CC(OC)=CC=4)[N:14]=3)[CH:9]=[N:8]2)=[CH:4][CH:3]=1.FC(F)(F)C(O)=O.FC(F)(F)S(O)(=O)=O. Product: [F:1][C:2]1[CH:3]=[CH:4][C:5]([CH2:6][N:7]2[C:11](=[O:12])[N:10]([C:13]3[NH:14][N:15]=[C:16]([C:18]([NH:20][CH2:21][C:22]4[CH:23]=[N:24][CH:25]=[CH:26][CH:27]=4)=[O:19])[CH:17]=3)[CH:9]=[N:8]2)=[CH:37][CH:38]=1. The catalyst class is: 4. (2) Reactant: C1(C(=[N:14][C:15]2[CH:16]=[C:17]([N:21]3[CH2:36][CH:24]4[CH2:25][N:26]([C:29]([O:31][C:32]([CH3:35])([CH3:34])[CH3:33])=[O:30])[CH2:27][CH2:28][N:23]4[C:22]3=[O:37])[CH:18]=[CH:19][CH:20]=2)C2C=CC=CC=2)C=CC=CC=1.Cl.NO.C([O-])(=O)C.[Na+]. Product: [NH2:14][C:15]1[CH:16]=[C:17]([N:21]2[CH2:36][CH:24]3[CH2:25][N:26]([C:29]([O:31][C:32]([CH3:33])([CH3:34])[CH3:35])=[O:30])[CH2:27][CH2:28][N:23]3[C:22]2=[O:37])[CH:18]=[CH:19][CH:20]=1. The catalyst class is: 5. (3) Reactant: [C:1]([O:5][C:6]([N:8]1[CH2:12][CH2:11][C@@H:10]([OH:13])[CH2:9]1)=[O:7])([CH3:4])([CH3:3])[CH3:2].[H-].[Na+].CI.[C:18](OCC)(=O)C.CCCCCC. Product: [C:1]([O:5][C:6]([N:8]1[CH2:12][CH2:11][C@@H:10]([O:13][CH3:18])[CH2:9]1)=[O:7])([CH3:4])([CH3:2])[CH3:3]. The catalyst class is: 3. (4) Reactant: [N:1]1[C:10]2[CH:9]=[CH:8][CH:7]=[C:6](C(O)=O)[C:5]=2[CH:4]=[CH:3][CH:2]=1.CC[N:16]([CH:20](C)C)C(C)C.C1C=CC(P(N=[N+]=[N-])(C2C=CC=CC=2)=[O:30])=CC=1.Cl.[F:41][C:42]([F:62])([F:61])[C:43]1[CH:48]=[CH:47][C:46]([C@@H:49]([C:51]2[C:56]([C:57]([F:60])([F:59])[F:58])=[CH:55][CH:54]=[CH:53][N:52]=2)[NH2:50])=[CH:45][CH:44]=1. Product: [N:1]1[C:10]2[C:5](=[C:6]([NH:16][C:20]([NH:50][C@@H:49]([C:46]3[CH:45]=[CH:44][C:43]([C:42]([F:61])([F:41])[F:62])=[CH:48][CH:47]=3)[C:51]3[C:56]([C:57]([F:60])([F:58])[F:59])=[CH:55][CH:54]=[CH:53][N:52]=3)=[O:30])[CH:7]=[CH:8][CH:9]=2)[CH:4]=[CH:3][CH:2]=1. The catalyst class is: 12. (5) Reactant: [C:1]([O:5][C:6](=[O:20])[NH:7][C:8]1([C:11]2[O:12][C:13]([C:16]([NH2:19])([CH3:18])[CH3:17])=[CH:14][CH:15]=2)[CH2:10][CH2:9]1)([CH3:4])([CH3:3])[CH3:2].Cl[C:22]([O:24][CH2:25][C:26]1[CH:31]=[CH:30][CH:29]=[CH:28][CH:27]=1)=[O:23]. Product: [C:1]([O:5][C:6](=[O:20])[NH:7][C:8]1([C:11]2[O:12][C:13]([C:16]([NH:19][C:22]([O:24][CH2:25][C:26]3[CH:31]=[CH:30][CH:29]=[CH:28][CH:27]=3)=[O:23])([CH3:18])[CH3:17])=[CH:14][CH:15]=2)[CH2:10][CH2:9]1)([CH3:4])([CH3:2])[CH3:3]. The catalyst class is: 20. (6) Reactant: Br[C:2]1[C:7]([F:8])=[CH:6][C:5]([OH:9])=[C:4]([O:10][CH3:11])[CH:3]=1.CC1(C)C(C)(C)OB([C:20]2[CH:21]=[N:22][N:23]([C:25]([O:27][C:28]([CH3:31])([CH3:30])[CH3:29])=[O:26])[CH:24]=2)O1.P([O-])([O-])([O-])=O.[K+].[K+].[K+]. Product: [F:8][C:7]1[CH:6]=[C:5]([OH:9])[C:4]([O:10][CH3:11])=[CH:3][C:2]=1[C:20]1[CH:21]=[N:22][N:23]([C:25]([O:27][C:28]([CH3:31])([CH3:30])[CH3:29])=[O:26])[CH:24]=1. The catalyst class is: 3. (7) Reactant: [H-].[Al+3].[Li+].[H-].[H-].[H-].[CH3:7][N:8]1[C:12]([NH:13][C:14]([C:27]2[CH:32]=[CH:31][CH:30]=[CH:29][CH:28]=2)([C:21]2[CH:26]=[CH:25][CH:24]=[CH:23][CH:22]=2)[C:15]2[CH:20]=[CH:19][CH:18]=[CH:17][CH:16]=2)=[C:11](/[CH:33]=[CH:34]/[C:35]#[N:36])[CH:10]=[N:9]1.[F-].[Na+].O. Product: [NH2:36][CH2:35][CH2:34][CH2:33][C:11]1[CH:10]=[N:9][N:8]([CH3:7])[C:12]=1[NH:13][C:14]([C:21]1[CH:22]=[CH:23][CH:24]=[CH:25][CH:26]=1)([C:27]1[CH:28]=[CH:29][CH:30]=[CH:31][CH:32]=1)[C:15]1[CH:20]=[CH:19][CH:18]=[CH:17][CH:16]=1. The catalyst class is: 7. (8) Reactant: [CH:1]1[C:6]2[CH2:7][CH2:8][CH2:9][C:5]=2[CH:4]=[C:3]([CH2:10][OH:11])[N:2]=1. Product: [CH:1]1[C:6]2[CH2:7][CH2:8][CH2:9][C:5]=2[CH:4]=[C:3]([CH:10]=[O:11])[N:2]=1. The catalyst class is: 485.